This data is from Ames mutagenicity test results for genotoxicity prediction. The task is: Regression/Classification. Given a drug SMILES string, predict its toxicity properties. Task type varies by dataset: regression for continuous values (e.g., LD50, hERG inhibition percentage) or binary classification for toxic/non-toxic outcomes (e.g., AMES mutagenicity, cardiotoxicity, hepatotoxicity). Dataset: ames. (1) The drug is CCCC[C@@H](CC)COS(=O)(=O)O. The result is 0 (non-mutagenic). (2) The drug is Cn1cnc([N+](=O)[O-])c1-c1ccccc1. The result is 0 (non-mutagenic). (3) The drug is O=C(O)/C=C/c1ccccc1[N+](=O)[O-]. The result is 0 (non-mutagenic). (4) The molecule is O=C(O)C1OC1C(=O)O. The result is 0 (non-mutagenic). (5) The molecule is C=CC#N. The result is 1 (mutagenic). (6) The drug is CC(C)(O)CCc1ccc(O)c2c(=O)c3c(O)c4c(cc3oc12)OC1OC=CC41. The result is 1 (mutagenic). (7) The molecule is Clc1ccc2c(c1)oc1ccccc12. The result is 1 (mutagenic).